This data is from Experimentally validated miRNA-target interactions with 360,000+ pairs, plus equal number of negative samples. The task is: Binary Classification. Given a miRNA mature sequence and a target amino acid sequence, predict their likelihood of interaction. (1) Result: 0 (no interaction). The protein sequence of the target gene is MATIKSELIKNFAEEEAIHHNKISIVGTGSVGVACAISILLKGLSDELVLVDVDEGKLKGETMDLQHGSPFMKMPNIVSSKDYLVTANSNLVIITAGARQKKGETRLDLVQRNVSIFKLMIPNITQYSPHCKLLIVTNPVDILTYVAWKLSGFPKNRVIGSGCNLDSARFRYFIGQRLGIHSESCHGLILGEHGDSSVPVWSGVNIAGVPLKDLNPDIGTDKDPEQWENVHKKVISSGYEMVKMKGYTSWGISLSVADLTESILKNLRRVHPVSTLSKGLYGINEDIFLSVPCILGENGI.... The miRNA is hsa-miR-7109-5p with sequence CUGGGGGGAGGAGACCCUGCU. (2) The miRNA is hsa-miR-4469 with sequence GCUCCCUCUAGGGUCGCUCGGA. The protein sequence of the target gene is MAAPVVAPPGVVVSRANKRSGAGPGGSGGGGARGAEEEPPPPLQAVLVADSFDRRFFPISKDQPRVLLPLANVALIDYTLEFLTATGVQETFVFCCWKAAQIKEHLLKSKWCRPTSLNVVRIITSELYRSLGDVLRDVDAKALVRSDFLLVYGDVISNINITRALEEHRLRRKLEKNVSVMTMIFKESSPSHPTRCHEDNVVVAVDSTTNRVLHFQKTQGLRRFAFPLSLFQGSSDGVEVRYDLLDCHISICSPQVAQLFTDNFDYQTRDDFVRGLLVNEEILGNQIHMHVTAKEYGARV.... Result: 1 (interaction). (3) The miRNA is hsa-miR-6778-3p with sequence UGCCUCCCUGACAUUCCACAG. The protein sequence of the target gene is MFEDKPHAEGAAVVAAAGEALQALCQELNLDEGSAAEALDDFTAIRGNYSLEGEVTHWLACSLYVACRKSIIPTVGKGIMEGNCVSLTRILRSAKLSLIQFFSKMKKWMDMSNLPQEFRERIERLERNFEVSTVIFKKYEPIFLDIFQNPYEEPPKLPRSRKQRRIPCSVKDLFNFCWTLFVYTKGNFRMIGDDLVNSYHLLLCCLDLIFANAIMCPNRQDLLNPSFKGLPSDFHTADFTASEEPPCIIAVLCELHDGLLVEAKGIKEHYFKPYISKLFDRKILKGECLLDLSSFTDNSK.... Result: 1 (interaction).